This data is from Peptide-MHC class I binding affinity with 185,985 pairs from IEDB/IMGT. The task is: Regression. Given a peptide amino acid sequence and an MHC pseudo amino acid sequence, predict their binding affinity value. This is MHC class I binding data. (1) The peptide sequence is KQIVIINPM. The MHC is HLA-A02:06 with pseudo-sequence HLA-A02:06. The binding affinity (normalized) is 0.936. (2) The peptide sequence is QLDQRRALL. The MHC is HLA-B15:01 with pseudo-sequence HLA-B15:01. The binding affinity (normalized) is 0.0847.